This data is from Forward reaction prediction with 1.9M reactions from USPTO patents (1976-2016). The task is: Predict the product of the given reaction. (1) Given the reactants [OH:1][C:2]1[CH:3]=[C:4]([C:9]#[C:10][C:11]2[CH:12]=[N:13][CH:14]=[C:15]([CH:18]=2)[C:16]#[N:17])[CH:5]=[CH:6][C:7]=1[F:8].IC.[C:21](=O)([O-])[O-].[K+].[K+], predict the reaction product. The product is: [F:8][C:7]1[CH:6]=[CH:5][C:4]([C:9]#[C:10][C:11]2[CH:12]=[N:13][CH:14]=[C:15]([CH:18]=2)[C:16]#[N:17])=[CH:3][C:2]=1[O:1][CH3:21]. (2) Given the reactants [CH3:1][C:2]1([CH3:16])[C:6]([CH3:8])([CH3:7])[O:5][B:4]([C:9]2[CH:15]=[CH:14][C:12]([NH2:13])=[CH:11][CH:10]=2)[O:3]1.[O:17]1[CH2:22][CH2:21][C:20](=O)[CH2:19][CH2:18]1.[BH-](OC(C)=O)(OC(C)=O)OC(C)=O.[Na+].CC(O)=O, predict the reaction product. The product is: [CH3:8][C:6]1([CH3:7])[C:2]([CH3:16])([CH3:1])[O:3][B:4]([C:9]2[CH:15]=[CH:14][C:12]([NH:13][CH:20]3[CH2:21][CH2:22][O:17][CH2:18][CH2:19]3)=[CH:11][CH:10]=2)[O:5]1.